From a dataset of Full USPTO retrosynthesis dataset with 1.9M reactions from patents (1976-2016). Predict the reactants needed to synthesize the given product. (1) Given the product [CH2:1]([C:3]1[CH:8]=[CH:7][C:6]([C@H:9]2[CH2:14][C@@H:13]([CH3:15])[N:12]3[N:19]=[CH:20][C:21]([C:22]([OH:24])=[O:23])=[C:11]3[NH:10]2)=[CH:5][CH:4]=1)[CH3:2], predict the reactants needed to synthesize it. The reactants are: [CH2:1]([C:3]1[CH:8]=[CH:7][C:6]([C@H:9]2[CH2:14][C@@H:13]([C:15](F)(F)F)[N:12]3[N:19]=[CH:20][C:21]([C:22]([OH:24])=[O:23])=[C:11]3[NH:10]2)=[CH:5][CH:4]=1)[CH3:2].C(C1C=CC([C@H]2C[C@@H](C)N3N=CC(C(OCC)=O)=C3N2)=CC=1)C.[OH-].[K+]. (2) Given the product [CH2:44]([O:43][C:30]1[CH:29]=[C:28]([CH2:27][OH:26])[CH:33]=[C:32]([O:34][CH2:35][CH3:36])[C:31]=1[C:37]1([O:41][CH3:42])[CH2:40][CH2:39][CH2:38]1)[CH3:45], predict the reactants needed to synthesize it. The reactants are: [F-].C([N+](CCCC)(CCCC)CCCC)CCC.C([Si]([O:26][CH2:27][C:28]1[CH:33]=[C:32]([O:34][CH2:35][CH3:36])[C:31]([C:37]2([O:41][CH3:42])[CH2:40][CH2:39][CH2:38]2)=[C:30]([O:43][CH2:44][CH3:45])[CH:29]=1)(C)C)(C)(C)C.C1COCC1.[Cl-].[NH4+]. (3) The reactants are: [OH:1][CH2:2][CH2:3][CH:4]1[NH:9][CH2:8][CH2:7][N:6]2[CH:10]=[C:11]([C:13]3[CH:18]=[CH:17][CH:16]=[CH:15][C:14]=3[O:19][CH3:20])[N:12]=[C:5]12.O.[C:22]([O:26][C:27](O[C:27]([O:26][C:22]([CH3:25])([CH3:24])[CH3:23])=[O:28])=[O:28])([CH3:25])([CH3:24])[CH3:23].[OH-].[Na+]. Given the product [CH3:23][C:22]([CH3:25])([O:26][C:27]([N:9]1[CH2:8][CH2:7][N:6]2[CH:10]=[C:11]([C:13]3[CH:18]=[CH:17][CH:16]=[CH:15][C:14]=3[O:19][CH3:20])[N:12]=[C:5]2[CH:4]1[CH2:3][CH2:2][OH:1])=[O:28])[CH3:24], predict the reactants needed to synthesize it. (4) Given the product [CH3:1][O:2][C:3](=[O:12])[CH2:4][C:5]1[CH:10]=[CH:9][C:8]([C:78]2[CH:79]=[CH:80][C:75]([C:52]([CH2:53][CH3:54])([C:55]3[CH:60]=[CH:59][C:58]([C:61]#[C:62][C:63]4([O:69][Si:70]([CH3:71])([CH3:73])[CH3:72])[CH2:68][CH2:67][S:66][CH2:65][CH2:64]4)=[C:57]([CH3:74])[CH:56]=3)[CH2:50][CH3:51])=[CH:76][C:77]=2[CH3:90])=[CH:7][CH:6]=1, predict the reactants needed to synthesize it. The reactants are: [CH3:1][O:2][C:3](=[O:12])[CH2:4][C:5]1[CH:10]=[CH:9][C:8](Br)=[CH:7][CH:6]=1.C1(P(C2CCCCC2)C2C=CC=CC=2C2C(OC)=CC=CC=2OC)CCCCC1.P([O-])([O-])([O-])=O.[K+].[K+].[K+].[CH2:50]([C:52]([C:75]1[CH:80]=[CH:79][C:78](B2OC(C)(C)C(C)(C)O2)=[C:77]([CH3:90])[CH:76]=1)([C:55]1[CH:60]=[CH:59][C:58]([C:61]#[C:62][C:63]2([O:69][Si:70]([CH3:73])([CH3:72])[CH3:71])[CH2:68][CH2:67][S:66][CH2:65][CH2:64]2)=[C:57]([CH3:74])[CH:56]=1)[CH2:53][CH3:54])[CH3:51]. (5) Given the product [CH3:1][O:2][C:3]1[CH:19]=[CH:18][CH:17]=[CH:16][C:4]=1[CH2:5][C:6]1[O:10][N:9]=[C:8]([C:11]([OH:13])=[O:12])[CH:7]=1, predict the reactants needed to synthesize it. The reactants are: [CH3:1][O:2][C:3]1[CH:19]=[CH:18][CH:17]=[CH:16][C:4]=1[CH2:5][C:6]1[O:10][N:9]=[C:8]([C:11]([O:13]CC)=[O:12])[CH:7]=1.C(O)C.[OH-].[Na+]. (6) Given the product [CH3:22][C:17]1([CH3:23])[C:18]([CH3:21])([CH3:20])[O:19][B:15]([C:2]2[CH:14]=[CH:13][C:5]3[N:6]=[C:7]([NH:9][C:10](=[O:12])[CH3:11])[S:8][C:4]=3[CH:3]=2)[O:16]1, predict the reactants needed to synthesize it. The reactants are: Br[C:2]1[CH:14]=[CH:13][C:5]2[N:6]=[C:7]([NH:9][C:10](=[O:12])[CH3:11])[S:8][C:4]=2[CH:3]=1.[B:15]1([B:15]2[O:19][C:18]([CH3:21])([CH3:20])[C:17]([CH3:23])([CH3:22])[O:16]2)[O:19][C:18]([CH3:21])([CH3:20])[C:17]([CH3:23])([CH3:22])[O:16]1.C([O-])(=O)C.[K+]. (7) The reactants are: C([O:5][C:6](=[O:40])[C:7]([S:10][C:11]1[C:20](OC)=[CH:19][C:18]2[CH2:17][CH:16]([N:23]([CH2:38][CH3:39])[C:24]([NH:26][C:27]3[CH:32]=[CH:31][C:30]([O:33][C:34]([F:37])([F:36])[F:35])=[CH:29][CH:28]=3)=[O:25])[CH2:15][CH2:14][C:13]=2[CH:12]=1)([CH3:9])[CH3:8])(C)(C)C.C(O)(C(F)(F)F)=O. Given the product [CH2:38]([N:23]([CH:16]1[CH2:15][CH2:14][C:13]2[CH:12]=[C:11]([S:10][C:7]([CH3:8])([CH3:9])[C:6]([OH:40])=[O:5])[CH:20]=[CH:19][C:18]=2[CH2:17]1)[C:24]([NH:26][C:27]1[CH:28]=[CH:29][C:30]([O:33][C:34]([F:37])([F:35])[F:36])=[CH:31][CH:32]=1)=[O:25])[CH3:39], predict the reactants needed to synthesize it. (8) The reactants are: [Cl:1][C:2]1[C:3]([CH3:35])=[C:4]([NH:8][C:9]([C:11]2[C:19]3[N:18]=[C:17]([S:20][CH3:21])[NH:16][C:15]=3[CH:14]=[C:13]([NH:22][C:23]([C:25]3[CH:30]=[CH:29][CH:28]=[CH:27][C:26]=3[C:31]([F:34])([F:33])[F:32])=[O:24])[CH:12]=2)=[O:10])[CH:5]=[CH:6][CH:7]=1.ClC1C=CC=C(C(OO)=[O:44])C=1. Given the product [Cl:1][C:2]1[C:3]([CH3:35])=[C:4]([NH:8][C:9]([C:11]2[C:19]3[N:18]=[C:17]([S:20]([CH3:21])=[O:44])[NH:16][C:15]=3[CH:14]=[C:13]([NH:22][C:23]([C:25]3[CH:30]=[CH:29][CH:28]=[CH:27][C:26]=3[C:31]([F:34])([F:32])[F:33])=[O:24])[CH:12]=2)=[O:10])[CH:5]=[CH:6][CH:7]=1, predict the reactants needed to synthesize it.